This data is from Reaction yield outcomes from USPTO patents with 853,638 reactions. The task is: Predict the reaction yield, written as a fraction of the theoretical maximum amount of product (1.0 means a 100% yield; for example, 0.34 means a 34% yield). (1) The reactants are [F:1][C:2]1[CH:19]=[CH:18][C:5]([O:6][C:7]2[CH:8]=[C:9]([CH:15]=[CH:16][CH:17]=2)[C:10]([N:12]([CH3:14])[CH3:13])=[O:11])=[C:4]([N+:20]([O-])=O)[CH:3]=1.Cl[Sn]Cl. No catalyst specified. The product is [NH2:20][C:4]1[CH:3]=[C:2]([F:1])[CH:19]=[CH:18][C:5]=1[O:6][C:7]1[CH:8]=[C:9]([CH:15]=[CH:16][CH:17]=1)[C:10]([N:12]([CH3:13])[CH3:14])=[O:11]. The yield is 0.880. (2) The reactants are Br[C:2]1[CH:26]=[CH:25][C:5]2[N:6]([C:21]([CH3:24])([CH3:23])[CH3:22])[C:7]([C:9]3[CH:14]=[CH:13][CH:12]=[CH:11][C:10]=3[C:15]3[O:19][C:18](=[O:20])[NH:17][N:16]=3)=[N:8][C:4]=2[CH:3]=1.[NH2:27][C:28]1[N:33]=[CH:32][C:31](B2OC(C)(C)C(C)(C)O2)=[CH:30][N:29]=1.C([O-])([O-])=O.[Na+].[Na+]. The catalyst is CN(C=O)C.CCOC(C)=O.CC(P(C(C)(C)C)C1C=CC(N(C)C)=CC=1)(C)C.CC(P(C(C)(C)C)C1C=CC(N(C)C)=CC=1)(C)C.Cl[Pd]Cl. The product is [NH2:27][C:28]1[N:33]=[CH:32][C:31]([C:2]2[CH:26]=[CH:25][C:5]3[N:6]([C:21]([CH3:22])([CH3:24])[CH3:23])[C:7]([C:9]4[CH:14]=[CH:13][CH:12]=[CH:11][C:10]=4[C:15]4[O:19][C:18](=[O:20])[NH:17][N:16]=4)=[N:8][C:4]=3[CH:3]=2)=[CH:30][N:29]=1. The yield is 0.100.